From a dataset of Full USPTO retrosynthesis dataset with 1.9M reactions from patents (1976-2016). Predict the reactants needed to synthesize the given product. (1) Given the product [C:16]([O:20][C:21]([N:23]([CH3:28])[CH2:24][C:25]([O:27][N:30]1[C:34](=[O:35])[CH2:33][CH2:32][C:31]1=[O:36])=[O:26])=[O:22])([CH3:19])([CH3:18])[CH3:17], predict the reactants needed to synthesize it. The reactants are: C1(N=C=NC2CCCCC2)CCCCC1.[C:16]([O:20][C:21]([N:23]([CH3:28])[CH2:24][C:25]([OH:27])=[O:26])=[O:22])([CH3:19])([CH3:18])[CH3:17].O[N:30]1[C:34](=[O:35])[CH2:33][CH2:32][C:31]1=[O:36]. (2) Given the product [CH3:1][O:2][CH2:3][CH2:4][O:5][C:6]1[CH:7]=[C:8]2[C:20]([NH:21][C:22]3[CH:23]=[CH:24][CH:25]=[C:26]([C:28]#[CH:29])[CH:27]=3)=[N:19][CH:18]=[N:17][C:9]2=[CH:10][C:11]=1[O:12][CH2:13][CH2:14][O:15][CH3:16].[ClH:35], predict the reactants needed to synthesize it. The reactants are: [CH3:1][O:2][CH2:3][CH2:4][O:5][C:6]1[CH:7]=[C:8]2[C:20]([NH:21][C:22]3[CH:23]=[CH:24][CH:25]=[C:26]([C:28]#[CH:29])[CH:27]=3)=[N:19][CH:18]=[N:17][C:9]2=[CH:10][C:11]=1[O:12][CH2:13][CH2:14][O:15][CH3:16].C(OCC)C.[ClH:35].C(OCC)C. (3) Given the product [F:26][C:23]([F:24])([F:25])[C:21]1[CH:20]=[CH:19][C:17]2[N:18]=[C:14]([NH:13][C:10](=[O:11])[CH2:9][C:4]3[CH:5]=[CH:6][C:7]([Cl:8])=[C:2]([Cl:1])[CH:3]=3)[S:15][C:16]=2[CH:22]=1, predict the reactants needed to synthesize it. The reactants are: [Cl:1][C:2]1[CH:3]=[C:4]([CH2:9][C:10](Cl)=[O:11])[CH:5]=[CH:6][C:7]=1[Cl:8].[NH2:13][C:14]1[S:15][C:16]2[CH:22]=[C:21]([C:23]([F:26])([F:25])[F:24])[CH:20]=[CH:19][C:17]=2[N:18]=1. (4) Given the product [CH3:33][N:5]1[CH2:6][C@@H:1]2[CH2:7][C@H:4]1[CH2:3][N:2]2[C:8]1[C:17]2[C:12](=[CH:13][CH:14]=[CH:15][CH:16]=2)[N:11]=[C:10]([C:18]2[CH:23]=[CH:22][N:21]=[C:20]([NH:24][C@H:25]([C:27]3[CH:32]=[CH:31][CH:30]=[CH:29][CH:28]=3)[CH3:26])[CH:19]=2)[CH:9]=1, predict the reactants needed to synthesize it. The reactants are: [CH:1]12[CH2:7][CH:4]([NH:5][CH2:6]1)[CH2:3][N:2]2[C:8]1[C:17]2[C:12](=[CH:13][CH:14]=[CH:15][CH:16]=2)[N:11]=[C:10]([C:18]2[CH:23]=[CH:22][N:21]=[C:20]([NH:24][CH:25]([C:27]3[CH:32]=[CH:31][CH:30]=[CH:29][CH:28]=3)[CH3:26])[CH:19]=2)[CH:9]=1.[CH2:33]=O.CO.